Predict the reactants needed to synthesize the given product. From a dataset of Full USPTO retrosynthesis dataset with 1.9M reactions from patents (1976-2016). (1) The reactants are: N[C:2]1[CH:6]=[C:5]([CH:7]2[CH2:12][CH2:11][N:10]([C:13]([O:15][C:16]([CH3:19])([CH3:18])[CH3:17])=[O:14])[CH2:9][CH2:8]2)[N:4]([CH:20]([CH3:22])[CH3:21])[N:3]=1.C1(C)C=CC(S(O)(=O)=O)=CC=1.N([O-])=O.[Na+].[I-:38].[Na+]. Given the product [I:38][C:2]1[CH:6]=[C:5]([CH:7]2[CH2:12][CH2:11][N:10]([C:13]([O:15][C:16]([CH3:19])([CH3:18])[CH3:17])=[O:14])[CH2:9][CH2:8]2)[N:4]([CH:20]([CH3:22])[CH3:21])[N:3]=1, predict the reactants needed to synthesize it. (2) Given the product [OH:3][CH:4]1[CH2:7][CH:6]([NH:8][C:9]2[C:14]([C:15]#[N:16])=[CH:13][N:12]=[C:11]([S:17][CH3:18])[N:10]=2)[C:5]1([CH3:20])[CH3:19], predict the reactants needed to synthesize it. The reactants are: C([O:3][CH:4]1[CH2:7][CH:6]([NH:8][C:9]2[C:14]([C:15]#[N:16])=[CH:13][N:12]=[C:11]([S:17][CH3:18])[N:10]=2)[C:5]1([CH3:20])[CH3:19])C.BrB(Br)Br.